From a dataset of Cav3 T-type calcium channel HTS with 100,875 compounds. Binary Classification. Given a drug SMILES string, predict its activity (active/inactive) in a high-throughput screening assay against a specified biological target. (1) The compound is O(c1cc2c(n(c(c2C(=O)C)C)c2ccc(N(C)C)cc2)cc1)CC(=O)N. The result is 0 (inactive). (2) The drug is S(c1n(nnn1)C1CCCCC1)CC(=O)NCc1cc2OCOc2cc1. The result is 0 (inactive). (3) The drug is Fc1ccc(C(=O)Nc2ccc(N3CCOCC3)nc2)cc1. The result is 0 (inactive).